Task: Regression. Given a peptide amino acid sequence and an MHC pseudo amino acid sequence, predict their binding affinity value. This is MHC class II binding data.. Dataset: Peptide-MHC class II binding affinity with 134,281 pairs from IEDB The peptide sequence is SGLVWGQKYFKGNFQ. The MHC is HLA-DPA10201-DPB11401 with pseudo-sequence HLA-DPA10201-DPB11401. The binding affinity (normalized) is 0.206.